Dataset: Catalyst prediction with 721,799 reactions and 888 catalyst types from USPTO. Task: Predict which catalyst facilitates the given reaction. (1) Reactant: CON(C)[C:4]([C@@H:6]1[CH2:10][C:9](=[O:11])[N:8]([C@@H:12]([C:14]2[CH:19]=[CH:18][C:17]([O:20][CH3:21])=[CH:16][CH:15]=2)[CH3:13])[CH2:7]1)=[O:5].Br[Mg][CH2:25][CH3:26]. Product: [CH3:21][O:20][C:17]1[CH:16]=[CH:15][C:14]([C@H:12]([N:8]2[CH2:7][C@H:6]([C:4](=[O:5])[CH2:25][CH3:26])[CH2:10][C:9]2=[O:11])[CH3:13])=[CH:19][CH:18]=1. The catalyst class is: 7. (2) Product: [CH:19]1([N:16]2[CH2:17][CH2:18][C:11]3([CH2:12][CH2:13][N:8]([C:5]4[N:6]=[N:7][C:2]([C:28](=[O:30])[CH3:29])=[CH:3][CH:4]=4)[CH2:9][CH2:10]3)[CH2:14][CH2:15]2)[CH2:22][CH2:21][CH2:20]1. The catalyst class is: 109. Reactant: Cl[C:2]1[N:7]=[N:6][C:5]([N:8]2[CH2:13][CH2:12][C:11]3([CH2:18][CH2:17][N:16]([CH:19]4[CH2:22][CH2:21][CH2:20]4)[CH2:15][CH2:14]3)[CH2:10][CH2:9]2)=[CH:4][CH:3]=1.C([Sn](CCCC)(CCCC)[C:28]([O:30]CC)=[CH2:29])CCC.